From a dataset of Experimentally validated miRNA-target interactions with 360,000+ pairs, plus equal number of negative samples. Binary Classification. Given a miRNA mature sequence and a target amino acid sequence, predict their likelihood of interaction. (1) The miRNA is hsa-miR-329-5p with sequence GAGGUUUUCUGGGUUUCUGUUUC. The protein sequence of the target gene is MSEQSKDLSDPNFAAEAPNSEVHSSPGVSEGVPPSATLAEPQSPPLGPTAAPQAAPPPQAPNDEGDPKALQQAAEEGRAHQAPSAAQPGPAPPAPAQLVQKAHELMWYVLVKDQKKMIIWFPDMVKDVIGSYKKWCRSILRRTSLILARVFGLHLRLTSLHTMEFALVKALEPEELDRVALSNRMPMTGLLLMILSLIYVKGRGARESAVWNVLRILGLRPWKKHSTFGDVRKLITEEFVQMNYLKYQRVPYVEPPEYEFFWGSRASREITKMQIMEFLARVFKKDPQAWPSRYREALEE.... Result: 0 (no interaction). (2) The miRNA is mmu-miR-434-5p with sequence GCUCGACUCAUGGUUUGAACCA. The protein sequence of the target gene is MLPLLAALLAAACPLPPVRGGAADAPGLLGVPSNASVNASSADEPIAPRLLASAAPGPPERPGPEEAAAAAAPCNISVQRQMLSSLLVRWGRPRGFQCDLLLFSTNAHGRAFFAAAFHRVGPPLLIEHLGLAAGGAQQDLRLCVGCGWVRGRRTGRLRPAAAPSAAAATAGAPTALPAYPAAEPPGPLWLQGEPLHFCCLDFSLEELQGEPGWRLNRKPIESTLVACFMTLVIVVWSVAALIWPVPIIAGFLPNGMEQRRTTASTTAATPAAVPAGTTAAAAAAAAAAAAAAVTSGVATK.... Result: 0 (no interaction). (3) The miRNA is hsa-miR-4731-5p with sequence UGCUGGGGGCCACAUGAGUGUG. The protein sequence of the target gene is MAEGGAADLDTQRSDIATLLKTSLRKGDTWYLVDSRWFKQWKKYVGFDSWDKYQMGDQNVYPGPIDNSGLLKDGDAQSLKEHLIDELDYILLPTEGWNKLVSWYTLMEGQEPIARKVVEQGMFVKHCKVEVYLTELKLCENGNMNNVVTRRFSKADTIDTIEKEIRKIFSIPDEKETRLWNKYMSNTFEPLNKPDSTIQDAGLYQGQVLVIEQKNEDGTWPRGPSTPKSPGASNFSTLPKISPSSLSNNYNNMNNRNVKNSNYCLPSYTAYKNYDYSEPGRNNEQPGLCGLSNLGNTCFM.... Result: 1 (interaction). (4) The miRNA is hsa-miR-3160-5p with sequence GGCUUUCUAGUCUCAGCUCUCC. The protein sequence of the target gene is MLASGLLLVALLACLTVMVLMSVWQQRKSRGKLPPGPTPLPFIGNYLQLNTEHICDSIMKFSECYGPVFTIHLGPRRVVVLCGHDAVREALVDQAEEFSGRGEQATFDWVFKGYGVAFSNGERAKQLLRFAIATLRDFGVGKRGIEERIQEESGFLIEAIRSTHGANIDPTFFLSRTVSNVISSIVFGDRFDYEDKEFLSLLSMMLGIFQFTSTSTGQLYEMFSSVMKHLPGPQQQAFKLLQGLEDFIAKKVEHNQRTLDPNSPQDFIDSFLIHMQEEEKNPNTEFYLKNLMMSTLNLFI.... Result: 0 (no interaction). (5) The miRNA is hsa-miR-335-5p with sequence UCAAGAGCAAUAACGAAAAAUGU. The protein sequence of the target gene is MSGGHQLQLAALWPWLLMATLQAGFGRTGLVLAAAVESERSAEQKAIIRVIPLKMDPTGKLNLTLEGVFAGVAEITPAEGKLMQSHPLYLCNASDDDNLEPGFISIVKLESPRRAPRPCLSLASKARMAGERGASAVLFDITEDRAAAEQLQQPLGLTWPVVLIWGNDAEKLMEFVYKNQKAHVRIELKEPPAWPDYDVWILMTVVGTIFVIILASVLRIRCRPRHSRPDPLQQRTAWAISQLATRRYQASCRQARGEWPDSGSSCSSAPVCAICLEEFSEGQELRVISCLHEFHRNCVD.... Result: 1 (interaction). (6) The miRNA is hsa-miR-1224-5p with sequence GUGAGGACUCGGGAGGUGG. The protein sequence of the target gene is MTAEMDMALMQGCVTFQDVAICFSHEEWRLLDETQRLLYLSVMLQNFALINSQGCGHKTEDEERRVSTRASKGLRSETTPKTNLCEKCVPILQDILCLPGLPGQKHSTEASSKVDQHQDHNSTGKPLEKNADRSSYLFYLSAKSFPSWDVEKDLPDILSLLKSQVCPKTKKYRKSTEGRKETSHESDKSEECQSLSSQKQTLAHHPKTSNGKKLYECSKCGKTFRGKYSLDQHQRVHTGERPWECRDCGKFFSQTSHLNDHRRIHTGERPYECSECGKLFRQNSSLVDHQKTHTGARPYE.... Result: 0 (no interaction). (7) The miRNA is hsa-miR-6780b-3p with sequence UCCCUUGUCUCCUUUCCCUAG. The protein sequence of the target gene is MAELMLLSEIADPTRFFTDNLLSPEDWGLQNSTLYSGLDEVAEEQTQLFRCPEQDVPFDGSSLDVGMDVSPSEPPWELLPIFPDLQVKSEPSSPCSSSSLSSESSRLSTEPSSEALGVGEVLHVKTESLAPPLCLLGDDPTSSFETVQINVIPTSDDSSDVQTKIEPVSPCSSVNSEASLLSADSSSQAFIGEEVLEVKTESLSPSGCLLWDVPAPSLGAVQISMGPSLDGSSGKALPTRKPPLQPKPVVLTTVPMPSRAVPPSTTVLLQSLVQPPPVSPVVLIQGAIRVQPEGPAPSLP.... Result: 1 (interaction). (8) The miRNA is hsa-miR-6775-3p with sequence AGGCCCUGUCCUCUGCCCCAG. The protein sequence of the target gene is MMSTEQMQPLELSEDRLDKLDPRCSHLDDLSDQFIKDCDLKKKPRKGKNVQATLNVESDQKKPRRKDTPALHIPPFIPGVFSEHLIKRYDVQERHPKGKMIPVLHNTDLEQKKPRRKDTPALHMSPFAAGVTLLRDERPKAIVEDDEKDGDKIAI. Result: 0 (no interaction). (9) The miRNA is mmu-miR-674-5p with sequence GCACUGAGAUGGGAGUGGUGUA. The protein sequence of the target gene is MGLPEERVRSGSGSRGQEEAGAGGRARSWSPPPEVSRSAHVPSLQRYRELHRRSVEEPREFWGDIAKEFYWKTPCPGPFLRYNFDVTKGKIFIEWMKGATTNICYNVLDRNVHEKKLGDKVAFYWEGNEPGETTQITYHQLLVQVCQFSNVLRKQGIQKGDRVAIYMPMIPELVVAMLACARIGALHSIVFAGFSSESLCERILDSSCSLLITTDAFYRGEKLVNLKELADEALQKCQEKGFPVRCCIVVKHLGRAELGMGDSTSQSPPIKRSCPDVQISWNQGIDLWWHELMQEAGDEC.... Result: 0 (no interaction). (10) The miRNA is mmu-miR-223-3p with sequence UGUCAGUUUGUCAAAUACCCCA. The protein sequence of the target gene is MAGGVDGPIGIPFPDHSSDILSGLNEQRTQGLLCDVVILVEGREFPTHRSVLAACSQYFKKLFTSGAVVDQQNVYEIDFVSAEALTALMDFAYTATLTVSTANVGDILSAARLLEIPAVSHVCADLLERQILAADDVGDASQPDGAGPTDQRNLLRAKEYLEFFRSNPMNSLPPTAFPWSGFGAPDDDLDATKEAVAAAVAAVAAGDCNGLDFYGPGPPADRPPAGDGDEGDSTPGLWPERDEDAPPGGLFPPPTAPPATTQNGHYGRAGAGTGEEEAAALSEAAPEPGDSPGFLSGAAE.... Result: 1 (interaction).